Dataset: NCI-60 drug combinations with 297,098 pairs across 59 cell lines. Task: Regression. Given two drug SMILES strings and cell line genomic features, predict the synergy score measuring deviation from expected non-interaction effect. (1) Synergy scores: CSS=16.5, Synergy_ZIP=-1.12, Synergy_Bliss=3.95, Synergy_Loewe=1.60, Synergy_HSA=2.97. Drug 1: CNC(=O)C1=CC=CC=C1SC2=CC3=C(C=C2)C(=NN3)C=CC4=CC=CC=N4. Cell line: SW-620. Drug 2: C1CC(C1)(C(=O)O)C(=O)O.[NH2-].[NH2-].[Pt+2]. (2) Drug 1: C1=CC(=CC=C1CCC2=CNC3=C2C(=O)NC(=N3)N)C(=O)NC(CCC(=O)O)C(=O)O. Drug 2: CC1=C(C(CCC1)(C)C)C=CC(=CC=CC(=CC(=O)O)C)C. Cell line: SF-295. Synergy scores: CSS=28.3, Synergy_ZIP=-0.619, Synergy_Bliss=-2.17, Synergy_Loewe=-17.4, Synergy_HSA=-0.649. (3) Drug 1: C1=C(C(=O)NC(=O)N1)F. Drug 2: C1CN(P(=O)(OC1)NCCCl)CCCl. Cell line: MDA-MB-435. Synergy scores: CSS=26.5, Synergy_ZIP=7.73, Synergy_Bliss=5.40, Synergy_Loewe=-4.75, Synergy_HSA=5.26. (4) Synergy scores: CSS=37.0, Synergy_ZIP=11.5, Synergy_Bliss=12.0, Synergy_Loewe=-11.8, Synergy_HSA=9.16. Cell line: SK-MEL-5. Drug 1: C(=O)(N)NO. Drug 2: CCCCC(=O)OCC(=O)C1(CC(C2=C(C1)C(=C3C(=C2O)C(=O)C4=C(C3=O)C=CC=C4OC)O)OC5CC(C(C(O5)C)O)NC(=O)C(F)(F)F)O. (5) Drug 1: CC(C)NC(=O)C1=CC=C(C=C1)CNNC.Cl. Drug 2: CC1C(C(CC(O1)OC2CC(CC3=C2C(=C4C(=C3O)C(=O)C5=C(C4=O)C(=CC=C5)OC)O)(C(=O)CO)O)N)O.Cl. Cell line: ACHN. Synergy scores: CSS=40.9, Synergy_ZIP=-2.46, Synergy_Bliss=-3.78, Synergy_Loewe=-9.13, Synergy_HSA=-1.88.